This data is from Catalyst prediction with 721,799 reactions and 888 catalyst types from USPTO. The task is: Predict which catalyst facilitates the given reaction. (1) Reactant: C([O:3][C:4](=[O:30])[C:5]([F:29])([F:28])[CH2:6][N:7]1[CH2:12][CH2:11][O:10][CH:9]([C:13]2[CH:18]=[CH:17][C:16]([O:19][CH2:20][CH2:21][CH2:22][CH2:23][CH2:24][CH2:25][CH2:26][CH3:27])=[CH:15][CH:14]=2)[CH2:8]1)C.[OH-].[Li+]. Product: [F:29][C:5]([F:28])([CH2:6][N:7]1[CH2:12][CH2:11][O:10][CH:9]([C:13]2[CH:18]=[CH:17][C:16]([O:19][CH2:20][CH2:21][CH2:22][CH2:23][CH2:24][CH2:25][CH2:26][CH3:27])=[CH:15][CH:14]=2)[CH2:8]1)[C:4]([OH:30])=[O:3].[CH2:6]([NH+:7]([CH2:12][CH3:11])[CH2:8][CH3:9])[CH3:5].[F:29][C:5]([F:28])([CH2:6][N:7]1[CH2:12][CH2:11][O:10][CH:9]([C:13]2[CH:18]=[CH:17][C:16]([O:19][CH2:20][CH2:21][CH2:22][CH2:23][CH2:24][CH2:25][CH2:26][CH3:27])=[CH:15][CH:14]=2)[CH2:8]1)[C:4]([O-:30])=[O:3]. The catalyst class is: 20. (2) Reactant: [F:1][C:2]([F:38])([F:37])[C:3]1[CH:4]=[C:5]([CH:13]2[CH2:18][CH2:17][N:16]([C:19]([C:21]3[C:25]4[CH2:26][N:27](C(OC(C)(C)C)=O)[CH2:28][CH2:29][C:24]=4[NH:23][N:22]=3)=[O:20])[CH2:15][CH2:14]2)[CH:6]=[C:7]([C:9]([F:12])([F:11])[F:10])[CH:8]=1.CO.C(Cl)[Cl:42].Cl. Product: [ClH:42].[F:12][C:9]([F:10])([F:11])[C:7]1[CH:6]=[C:5]([CH:13]2[CH2:18][CH2:17][N:16]([C:19]([C:21]3[C:25]4[CH2:26][NH:27][CH2:28][CH2:29][C:24]=4[NH:23][N:22]=3)=[O:20])[CH2:15][CH2:14]2)[CH:4]=[C:3]([C:2]([F:1])([F:37])[F:38])[CH:8]=1. The catalyst class is: 28. (3) Reactant: [CH3:1][C:2]1[O:6][N:5]=[C:4]([C:7]2[CH:12]=[CH:11][CH:10]=[CH:9][CH:8]=2)[C:3]=1[C:13](=O)[CH2:14][C:15]#[N:16].[NH2:18][NH2:19]. Product: [CH3:1][C:2]1[O:6][N:5]=[C:4]([C:7]2[CH:12]=[CH:11][CH:10]=[CH:9][CH:8]=2)[C:3]=1[C:13]1[CH:14]=[C:15]([NH2:16])[NH:18][N:19]=1. The catalyst class is: 8.